Dataset: Full USPTO retrosynthesis dataset with 1.9M reactions from patents (1976-2016). Task: Predict the reactants needed to synthesize the given product. (1) Given the product [Na:1].[O:30]1[C:34]2([CH2:38][CH2:37][CH2:36][CH:35]2[CH2:8][O:9][C:10]2[CH:15]=[CH:14][N:13]=[C:12]([CH2:16][S:17]([C:19]3[NH:20][C:21]4[CH:27]=[CH:26][CH:25]=[CH:24][C:22]=4[N:23]=3)=[O:18])[C:11]=2[CH3:28])[O:33][CH2:32][CH2:31]1, predict the reactants needed to synthesize it. The reactants are: [Na:1].CC1(C)O[C@H]([CH2:8][O:9][C:10]2[CH:15]=[CH:14][N:13]=[C:12]([CH2:16][S:17]([C:19]3[NH:23][C:22]4[CH:24]=[CH:25][CH:26]=[CH:27][C:21]=4[N:20]=3)=[O:18])[C:11]=2[CH3:28])CO1.[O:30]1[C:34]2([CH2:38][CH2:37][CH2:36][CH:35]2CO)[O:33][CH2:32][CH2:31]1. (2) Given the product [F:29][C:30]1[CH:31]=[C:32]([C:2]2[C:10]3[S:9][C:8]([NH:11][C:12](=[O:14])[CH3:13])=[N:7][C:6]=3[CH:5]=[CH:4][CH:3]=2)[CH:33]=[CH:34][C:35]=1[O:36][CH3:37].[F:29][C:30]1[CH:31]=[C:32]([C:16]2[CH:28]=[CH:27][C:19]3[N:20]=[C:21]([NH:23][C:24](=[O:26])[CH3:25])[S:22][C:18]=3[CH:17]=2)[CH:33]=[CH:34][C:35]=1[O:36][CH3:37], predict the reactants needed to synthesize it. The reactants are: Br[C:2]1[C:10]2[S:9][C:8]([NH:11][C:12](=[O:14])[CH3:13])=[N:7][C:6]=2[CH:5]=[CH:4][CH:3]=1.Br[C:16]1[CH:28]=[CH:27][C:19]2[N:20]=[C:21]([NH:23][C:24](=[O:26])[CH3:25])[S:22][C:18]=2[CH:17]=1.[F:29][C:30]1[CH:31]=[C:32](B(O)O)[CH:33]=[CH:34][C:35]=1[O:36][CH3:37].O.C(=O)([O-])[O-].[Na+].[Na+]. (3) Given the product [Cl:1][C:2]1[C:3]([OH:12])=[C:4]([C:9](=[N:20][NH:19][C:17](=[O:18])[C:16]2[CH:21]=[CH:22][CH:23]=[C:14]([CH3:13])[CH:15]=2)[CH3:10])[CH:5]=[C:6]([Cl:8])[CH:7]=1, predict the reactants needed to synthesize it. The reactants are: [Cl:1][C:2]1[C:3]([OH:12])=[C:4]([C:9](=O)[CH3:10])[CH:5]=[C:6]([Cl:8])[CH:7]=1.[CH3:13][C:14]1[CH:15]=[C:16]([CH:21]=[CH:22][CH:23]=1)[C:17]([NH:19][NH2:20])=[O:18].C(O)(=O)C. (4) Given the product [O:1]1[C:3]2([CH2:4][CH2:5][N:6]([C:9]3[CH:14]=[CH:13][C:12]([N:15]4[CH2:19][C@H:18]([CH2:20][NH:21][C:22](=[O:24])[CH3:23])[O:17][C:16]4=[O:25])=[CH:11][C:10]=3[F:26])[CH2:7][CH2:8]2)[CH2:2][S:27][CH2:28][CH2:29][CH2:30]1, predict the reactants needed to synthesize it. The reactants are: [O:1]1[C:3]2([CH2:8][CH2:7][N:6]([C:9]3[CH:14]=[CH:13][C:12]([N:15]4[CH2:19][C@H:18]([CH2:20][NH:21][C:22](=[O:24])[CH3:23])[O:17][C:16]4=[O:25])=[CH:11][C:10]=3[F:26])[CH2:5][CH2:4]2)[CH2:2]1.[SH:27][CH2:28][CH2:29][CH2:30]O.B(F)(F)F. (5) Given the product [NH2:1][C:2]1[S:6][C:5]([C:7]([NH:14][CH2:12][CH3:13])=[O:9])=[N:4][N:3]=1, predict the reactants needed to synthesize it. The reactants are: [NH2:1][C:2]1[S:6][C:5]([C:7]([O:9]CC)=O)=[N:4][N:3]=1.[CH2:12]([NH2:14])[CH3:13]. (6) Given the product [C:25]([C:23]1[N:24]=[C:20]([C:18]([NH:17][C:14]2[CH:15]=[CH:16][C:11]([C:5]3([C:3]([OH:4])=[O:2])[CH2:6][CH2:7][O:8][CH2:9][CH2:10]3)=[CH:12][C:13]=2[C:27]2[CH2:32][CH2:31][C:30]([CH3:34])([CH3:33])[CH2:29][CH:28]=2)=[O:19])[NH:21][CH:22]=1)#[N:26], predict the reactants needed to synthesize it. The reactants are: C[O:2][C:3]([C:5]1([C:11]2[CH:16]=[CH:15][C:14]([NH:17][C:18]([C:20]3[NH:21][CH:22]=[C:23]([C:25]#[N:26])[N:24]=3)=[O:19])=[C:13]([C:27]3[CH2:32][CH2:31][C:30]([CH3:34])([CH3:33])[CH2:29][CH:28]=3)[CH:12]=2)[CH2:10][CH2:9][O:8][CH2:7][CH2:6]1)=[O:4].[OH-].[Na+].O. (7) Given the product [N:2]1[C:1]2[C:10](=[CH:9][CH:8]=[CH:7][CH:6]=2)[CH:5]=[CH:4][CH:3]=1, predict the reactants needed to synthesize it. The reactants are: [CH:1]1[C:10]2[C:5](=[CH:6][CH:7]=[CH:8][CH:9]=2)[CH:4]=[CH:3][N:2]=1.N1C2C(=CC=CC=2)C=CN=1.C1C2C(=CC=CC=2)C=NN=1.N1C2C(=CC=CN=2)C=CC=1.N1C2C(=CC=CC=2)C=C1.C1NC=C2C=1C=CC=C2.O1C2C=CC=CC=2N=C1.S1C2C=CC=CC=2N=C1.